From a dataset of Forward reaction prediction with 1.9M reactions from USPTO patents (1976-2016). Predict the product of the given reaction. (1) The product is: [NH2:1][C:2]1[N:7]([CH2:8][C:9]2[CH:14]=[CH:13][CH:12]=[CH:11][CH:10]=2)[C:6](=[O:15])[NH:5][C:4](=[O:16])[C:3]=1[N:17]=[O:18]. Given the reactants [NH2:1][C:2]1[N:7]([CH2:8][C:9]2[CH:14]=[CH:13][CH:12]=[CH:11][CH:10]=2)[C:6](=[O:15])[NH:5][C:4](=[O:16])[CH:3]=1.[N:17]([O-])=[O:18].[Na+].Cl, predict the reaction product. (2) The product is: [CH2:1]([C:3]1([C:11]2[CH:16]=[CH:15][CH:14]=[C:13]([O:17][CH2:24][C:25]3[CH:30]=[CH:29][CH:28]=[CH:27][CH:26]=3)[CH:12]=2)[CH2:9][CH2:8][CH2:7][CH2:6][NH:5][C:4]1=[O:10])[CH3:2]. Given the reactants [CH2:1]([C:3]1([C:11]2[CH:16]=[CH:15][CH:14]=[C:13]([OH:17])[CH:12]=2)[CH2:9][CH2:8][CH2:7][CH2:6][NH:5][C:4]1=[O:10])[CH3:2].C([O-])([O-])=O.[Cs+].[Cs+].[CH2:24](Br)[C:25]1[CH:30]=[CH:29][CH:28]=[CH:27][CH:26]=1, predict the reaction product.